From a dataset of Forward reaction prediction with 1.9M reactions from USPTO patents (1976-2016). Predict the product of the given reaction. Given the reactants [Cl:1][C:2]1[N:7]=[C:6]([C:8]2[S:12][C:11]([CH:13]([CH3:15])[CH3:14])=[N:10][C:9]=2[C:16]2[CH:17]=[C:18]([NH:22][S:23]([C:26]3[CH:31]=[CH:30][CH:29]=[CH:28][C:27]=3[F:32])(=[O:25])=[O:24])[CH:19]=[CH:20][CH:21]=2)[CH:5]=[CH:4][N:3]=1.[C:33]([N:36]1[CH2:41][CH2:40][N:39]([C:42]2[N:47]=[CH:46][C:45]([NH2:48])=[CH:44][CH:43]=2)[CH2:38][CH2:37]1)(=[O:35])[CH3:34], predict the reaction product. The product is: [C:33]([N:36]1[CH2:37][CH2:38][N:39]([C:42]2[N:47]=[CH:46][C:45]([NH:48][C:2]3[N:7]=[C:6]([C:8]4[S:12][C:11]([CH:13]([CH3:15])[CH3:14])=[N:10][C:9]=4[C:16]4[CH:17]=[C:18]([NH:22][S:23]([C:26]5[CH:31]=[CH:30][CH:29]=[CH:28][C:27]=5[F:32])(=[O:25])=[O:24])[CH:19]=[CH:20][CH:21]=4)[CH:5]=[CH:4][N:3]=3)=[CH:44][CH:43]=2)[CH2:40][CH2:41]1)(=[O:35])[CH3:34].[Cl:1][C:2]1[N:7]=[C:6]([C:8]2[S:12][C:11]([CH:13]([CH3:15])[CH3:14])=[N:10][C:9]=2[C:16]2[CH:17]=[C:18]([NH:22][S:23]([C:26]3[CH:31]=[CH:30][CH:29]=[CH:28][C:27]=3[F:32])(=[O:24])=[O:25])[CH:19]=[CH:20][CH:21]=2)[CH:5]=[CH:4][N:3]=1.